Dataset: Full USPTO retrosynthesis dataset with 1.9M reactions from patents (1976-2016). Task: Predict the reactants needed to synthesize the given product. (1) The reactants are: [C:1]([O:8][CH2:9][CH3:10])(=[O:7])[C:2]([O:4]CC)=O.[CH2:11]([O:18][C:19]1[CH:20]=[CH:21][C:22]([C:25](=[O:27])[CH3:26])=[N:23][CH:24]=1)[C:12]1[CH:17]=[CH:16][CH:15]=[CH:14][CH:13]=1.[O-]CC.[Na+].O. Given the product [CH2:11]([O:18][C:19]1[CH:20]=[CH:21][C:22]([C:25](=[O:27])[CH2:26][C:2](=[O:4])[C:1]([O:8][CH2:9][CH3:10])=[O:7])=[N:23][CH:24]=1)[C:12]1[CH:13]=[CH:14][CH:15]=[CH:16][CH:17]=1, predict the reactants needed to synthesize it. (2) The reactants are: I[C:2]1[CH:10]=[CH:9][C:5]([C:6]([OH:8])=[O:7])=[CH:4][CH:3]=1.[CH:11](O)(C)C.C(=O)=O.C([Mg]Cl)(C)C.[CH3:23][O:24][C:25](=[O:34])[C:26]1[CH:31]=[CH:30][C:29]([CH:32]=[O:33])=[CH:28][CH:27]=1. Given the product [CH3:11][O:8][C:6]([C:5]1[CH:9]=[CH:10][C:2]([CH:32]([C:29]2[CH:30]=[CH:31][C:26]([C:25]([O:24][CH3:23])=[O:34])=[CH:27][CH:28]=2)[OH:33])=[CH:3][CH:4]=1)=[O:7], predict the reactants needed to synthesize it.